This data is from Forward reaction prediction with 1.9M reactions from USPTO patents (1976-2016). The task is: Predict the product of the given reaction. (1) Given the reactants [NH2:1][C:2]1[CH:18]=[CH:17][C:5]2[N:6]([C:9]3[CH:14]=[CH:13][CH:12]=[CH:11][C:10]=3[O:15]C)[CH:7]=[N:8][C:4]=2[CH:3]=1.B(Br)(Br)Br, predict the reaction product. The product is: [NH2:1][C:2]1[CH:18]=[CH:17][C:5]2[N:6]([C:9]3[CH:14]=[CH:13][CH:12]=[CH:11][C:10]=3[OH:15])[CH:7]=[N:8][C:4]=2[CH:3]=1. (2) Given the reactants [C:1]([N:8]1[CH2:13][CH2:12][CH:11]([NH2:14])[CH2:10][CH2:9]1)([O:3][C:4]([CH3:7])([CH3:6])[CH3:5])=[O:2].[CH2:15](N(CC)CC)C.[CH3:22][C:23]1[CH:28]=[C:27]([NH:29][C:30]2N=[CH:34][C:33]([CH:36]=O)=[CH:32][CH:31]=2)[CH:26]=[CH:25][N:24]=1.[BH4-].[Na+], predict the reaction product. The product is: [C:4]([O:3][C:1]([N:8]1[CH2:13][CH2:12][CH:11]([NH:14][CH2:36][C:33]2[CH:34]=[CH:15][C:30]([NH:29][C:27]3[CH:26]=[CH:25][N:24]=[C:23]([CH3:22])[CH:28]=3)=[CH:31][CH:32]=2)[CH2:10][CH2:9]1)=[O:2])([CH3:7])([CH3:6])[CH3:5]. (3) Given the reactants [C:9](O[C:9]([O:11][C:12]([CH3:15])([CH3:14])[CH3:13])=[O:10])([O:11][C:12]([CH3:15])([CH3:14])[CH3:13])=[O:10].[CH3:16][CH:17]1[C:23]2=[C:24]3[C:28](=[CH:29][CH:30]=[C:22]2[O:21][CH2:20][CH2:19][NH:18]1)[N:27]([S:31]([C:34]1[CH:39]=[CH:38][CH:37]=[CH:36][CH:35]=1)(=[O:33])=[O:32])[CH:26]=[CH:25]3, predict the reaction product. The product is: [CH3:16][CH:17]1[C:23]2=[C:24]3[C:28](=[CH:29][CH:30]=[C:22]2[O:21][CH2:20][CH2:19][N:18]1[C:9]([O:11][C:12]([CH3:13])([CH3:14])[CH3:15])=[O:10])[N:27]([S:31]([C:34]1[CH:35]=[CH:36][CH:37]=[CH:38][CH:39]=1)(=[O:33])=[O:32])[CH:26]=[CH:25]3.